This data is from Peptide-MHC class I binding affinity with 185,985 pairs from IEDB/IMGT. The task is: Regression. Given a peptide amino acid sequence and an MHC pseudo amino acid sequence, predict their binding affinity value. This is MHC class I binding data. (1) The peptide sequence is VPQTDAGVT. The MHC is HLA-A26:01 with pseudo-sequence HLA-A26:01. The binding affinity (normalized) is 0.0847. (2) The peptide sequence is RMMATKDSF. The MHC is HLA-A68:02 with pseudo-sequence HLA-A68:02. The binding affinity (normalized) is 0.0847.